Task: Regression. Given two drug SMILES strings and cell line genomic features, predict the synergy score measuring deviation from expected non-interaction effect.. Dataset: Merck oncology drug combination screen with 23,052 pairs across 39 cell lines (1) Drug 1: NC(=O)c1cccc2cn(-c3ccc(C4CCCNC4)cc3)nc12. Drug 2: CNC(=O)c1cc(Oc2ccc(NC(=O)Nc3ccc(Cl)c(C(F)(F)F)c3)cc2)ccn1. Cell line: NCIH1650. Synergy scores: synergy=-0.354. (2) Drug 1: NC1CCCCC1N.O=C(O)C(=O)O.[Pt+2]. Drug 2: CCc1cnn2c(NCc3ccc[n+]([O-])c3)cc(N3CCCCC3CCO)nc12. Cell line: MDAMB436. Synergy scores: synergy=-6.27. (3) Drug 1: COc1cccc2c1C(=O)c1c(O)c3c(c(O)c1C2=O)CC(O)(C(=O)CO)CC3OC1CC(N)C(O)C(C)O1. Drug 2: NC1(c2ccc(-c3nc4ccn5c(=O)[nH]nc5c4cc3-c3ccccc3)cc2)CCC1. Cell line: NCIH2122. Synergy scores: synergy=13.7. (4) Drug 1: Cn1nnc2c(C(N)=O)ncn2c1=O. Drug 2: NC1CCCCC1N.O=C(O)C(=O)O.[Pt+2]. Cell line: A375. Synergy scores: synergy=-3.58. (5) Drug 2: O=C(NOCC(O)CO)c1ccc(F)c(F)c1Nc1ccc(I)cc1F. Drug 1: COc1cccc2c1C(=O)c1c(O)c3c(c(O)c1C2=O)CC(O)(C(=O)CO)CC3OC1CC(N)C(O)C(C)O1. Cell line: EFM192B. Synergy scores: synergy=9.92. (6) Drug 1: N.N.O=C(O)C1(C(=O)O)CCC1.[Pt]. Drug 2: O=C(CCCCCCC(=O)Nc1ccccc1)NO. Cell line: UACC62. Synergy scores: synergy=10.7.